From a dataset of Catalyst prediction with 721,799 reactions and 888 catalyst types from USPTO. Predict which catalyst facilitates the given reaction. Reactant: Br[CH2:2][C:3]([C:5]1[CH:10]=[CH:9][C:8]([Br:11])=[CH:7][CH:6]=1)=[O:4].[C:12]([O:16][C:17]([N:19]1[CH2:23][C@@H:22]([CH3:24])[CH2:21][C@H:20]1[C:25]([OH:27])=[O:26])=[O:18])([CH3:15])([CH3:14])[CH3:13].C(N(CC)CC)C. Product: [CH3:24][C@@H:22]1[CH2:23][N:19]([C:17]([O:16][C:12]([CH3:13])([CH3:15])[CH3:14])=[O:18])[C@H:20]([C:25]([O:27][CH2:2][C:3]([C:5]2[CH:10]=[CH:9][C:8]([Br:11])=[CH:7][CH:6]=2)=[O:4])=[O:26])[CH2:21]1. The catalyst class is: 210.